This data is from Full USPTO retrosynthesis dataset with 1.9M reactions from patents (1976-2016). The task is: Predict the reactants needed to synthesize the given product. Given the product [C:34]([O:38][C:39](=[O:40])[NH:41][C@H:42]1[CH2:43][CH2:44][C@@H:45]([N:48]2[C:53](=[O:54])[C:52]3[CH:55]=[C:56]([F:59])[CH:57]=[N:58][C:51]=3[N:50]([C:60]3[CH:68]=[CH:67][CH:66]=[C:62]([C:63]([N:4]([CH2:5][C:7]4[CH:23]=[CH:22][CH:21]=[CH:20][CH:19]=4)[CH3:8])=[O:65])[CH:61]=3)[C:49]2=[O:69])[CH2:46][CH2:47]1)([CH3:35])([CH3:37])[CH3:36], predict the reactants needed to synthesize it. The reactants are: C([N:4]([CH2:8]C)[CH:5]([CH3:7])C)(C)C.CN(C(ON1N=N[C:20]2[CH:21]=[CH:22][CH:23]=N[C:19]1=2)=[N+](C)C)C.F[P-](F)(F)(F)(F)F.[C:34]([O:38][C:39]([NH:41][C@@H:42]1[CH2:47][CH2:46][C@H:45]([N:48]2[C:53](=[O:54])[C:52]3[CH:55]=[C:56]([F:59])[CH:57]=[N:58][C:51]=3[N:50]([C:60]3[CH:61]=[C:62]([CH:66]=[CH:67][CH:68]=3)[C:63]([OH:65])=O)[C:49]2=[O:69])[CH2:44][CH2:43]1)=[O:40])([CH3:37])([CH3:36])[CH3:35].C(CN)C1C=CC=CC=1.